From a dataset of Forward reaction prediction with 1.9M reactions from USPTO patents (1976-2016). Predict the product of the given reaction. The product is: [CH3:1][O:2][C:3]1[N:4]=[CH:5][C:6]([O:9][C:10]2[CH:15]=[C:14]([CH3:16])[C:13]([C:17]3[N:18]=[C:19]([NH:22][C:32](=[O:39])[C:33]4[CH:38]=[CH:37][N:36]=[CH:35][CH:34]=4)[S:20][CH:21]=3)=[C:12]([CH3:23])[CH:11]=2)=[N:7][CH:8]=1. Given the reactants [CH3:1][O:2][C:3]1[N:4]=[CH:5][C:6]([O:9][C:10]2[CH:15]=[C:14]([CH3:16])[C:13]([C:17]3[N:18]=[C:19]([NH2:22])[S:20][CH:21]=3)=[C:12]([CH3:23])[CH:11]=2)=[N:7][CH:8]=1.C(N(CC)CC)C.Cl.[C:32](Cl)(=[O:39])[C:33]1[CH:38]=[CH:37][N:36]=[CH:35][CH:34]=1, predict the reaction product.